Dataset: Forward reaction prediction with 1.9M reactions from USPTO patents (1976-2016). Task: Predict the product of the given reaction. (1) The product is: [CH2:1]([N:8]1[C@H:9]([CH2:14][OH:15])[CH2:10][CH2:11][C:12]1=[O:13])[C:2]1[CH:3]=[CH:4][CH:5]=[CH:6][CH:7]=1. Given the reactants [CH2:1]([N:8]1[C:12](=[O:13])[CH2:11][CH2:10][C@H:9]1[C:14](OC)=[O:15])[C:2]1[CH:7]=[CH:6][CH:5]=[CH:4][CH:3]=1.[Li+].[BH4-], predict the reaction product. (2) Given the reactants O1[C:5]2([CH2:10][CH2:9][C:8](=[CH:11][C:12]3[CH:13]=[C:14]([CH:26]=[C:27]([CH3:29])[CH:28]=3)[O:15][C:16]3[CH:21]=[CH:20][C:19]([C:22]([F:25])([F:24])[F:23])=[CH:18][N:17]=3)[CH2:7][CH2:6]2)[O:4]CC1.Cl, predict the reaction product. The product is: [CH3:29][C:27]1[CH:28]=[C:12]([CH:11]=[C:8]2[CH2:9][CH2:10][C:5](=[O:4])[CH2:6][CH2:7]2)[CH:13]=[C:14]([O:15][C:16]2[CH:21]=[CH:20][C:19]([C:22]([F:25])([F:23])[F:24])=[CH:18][N:17]=2)[CH:26]=1. (3) Given the reactants C[O:2][C:3]([C:5]1[CH:9]=[C:8]([C:10]2[CH:11]=[N:12][NH:13][CH:14]=2)[S:7][CH:6]=1)=[O:4].[OH-].[Na+], predict the reaction product. The product is: [NH:12]1[CH:11]=[C:10]([C:8]2[S:7][CH:6]=[C:5]([C:3]([OH:4])=[O:2])[CH:9]=2)[CH:14]=[N:13]1. (4) Given the reactants Br[C:2]1[C:7](=[O:8])[N:6]([CH2:9][C:10]2[CH:15]=[CH:14][C:13]([C:16]3[C:17]([C:22]#[N:23])=[CH:18][CH:19]=[CH:20][CH:21]=3)=[CH:12][CH:11]=2)[C:5]([CH2:24][CH2:25][CH3:26])=[N:4][C:3]=1[CH2:27][CH3:28].[CH3:29][C:30]1([CH3:40])[CH2:34][C:33]2[CH:35]=[CH:36][CH:37]=[C:38]([OH:39])[C:32]=2[O:31]1.[OH-].[K+].CS(C)=O, predict the reaction product. The product is: [CH3:29][C:30]1([CH3:40])[CH2:34][C:33]2[CH:35]=[CH:36][CH:37]=[C:38]([O:39][C:2]3[C:7](=[O:8])[N:6]([CH2:9][C:10]4[CH:15]=[CH:14][C:13]([C:16]5[C:17]([C:22]#[N:23])=[CH:18][CH:19]=[CH:20][CH:21]=5)=[CH:12][CH:11]=4)[C:5]([CH2:24][CH2:25][CH3:26])=[N:4][C:3]=3[CH2:27][CH3:28])[C:32]=2[O:31]1. (5) Given the reactants [CH3:1][N:2]1[C:10]2[C:5](=[CH:6][CH:7]=[CH:8][CH:9]=2)[CH:4]=[C:3]1[C:11]([OH:13])=O.C(Cl)(=O)C([Cl:17])=O, predict the reaction product. The product is: [CH3:1][N:2]1[C:10]2[C:5](=[CH:6][CH:7]=[CH:8][CH:9]=2)[CH:4]=[C:3]1[C:11]([Cl:17])=[O:13]. (6) Given the reactants [Br:1][C:2]1[S:3][C:4]([CH3:12])=[CH:5][C:6]=1[C:7]([O:9]CC)=[O:8].O[Li].O.Cl, predict the reaction product. The product is: [Br:1][C:2]1[S:3][C:4]([CH3:12])=[CH:5][C:6]=1[C:7]([OH:9])=[O:8]. (7) Given the reactants [F:1][C:2]1[CH:7]=[C:6]([F:8])[CH:5]=[C:4](F)[C:3]=1[N+:10]([O-:12])=[O:11].[C:13]([O-])([O-])=[O:14].[K+].[K+].CI, predict the reaction product. The product is: [F:1][C:2]1[CH:7]=[C:6]([F:8])[CH:5]=[C:4]([O:14][CH3:13])[C:3]=1[N+:10]([O-:12])=[O:11].